Dataset: Peptide-MHC class II binding affinity with 134,281 pairs from IEDB. Task: Regression. Given a peptide amino acid sequence and an MHC pseudo amino acid sequence, predict their binding affinity value. This is MHC class II binding data. (1) The peptide sequence is SMPFGKTPVLEIDGK. The MHC is HLA-DQA10104-DQB10503 with pseudo-sequence HLA-DQA10104-DQB10503. The binding affinity (normalized) is 0.102. (2) The peptide sequence is DGLVRDANNYEQQEQ. The MHC is DRB1_0405 with pseudo-sequence DRB1_0405. The binding affinity (normalized) is 0.548. (3) The peptide sequence is FDPYGATISATKESA. The MHC is HLA-DQA10401-DQB10402 with pseudo-sequence HLA-DQA10401-DQB10402. The binding affinity (normalized) is 0.669.